This data is from Peptide-MHC class II binding affinity with 134,281 pairs from IEDB. The task is: Regression. Given a peptide amino acid sequence and an MHC pseudo amino acid sequence, predict their binding affinity value. This is MHC class II binding data. (1) The peptide sequence is MTDPHAMRDMAGRFE. The MHC is HLA-DPA10201-DPB10101 with pseudo-sequence HLA-DPA10201-DPB10101. The binding affinity (normalized) is 0.167. (2) The peptide sequence is GLSGEPKGGAESSSK. The MHC is DRB1_0802 with pseudo-sequence DRB1_0802. The binding affinity (normalized) is 0.231. (3) The peptide sequence is MFLGGVKPTHISYIM. The MHC is DRB1_0801 with pseudo-sequence DRB1_0801. The binding affinity (normalized) is 0.352. (4) The peptide sequence is SARYDVALSEQGEFK. The MHC is HLA-DQA10501-DQB10402 with pseudo-sequence HLA-DQA10501-DQB10402. The binding affinity (normalized) is 0.274.